This data is from Catalyst prediction with 721,799 reactions and 888 catalyst types from USPTO. The task is: Predict which catalyst facilitates the given reaction. (1) Reactant: Br[C:2]1[C:10]2[C:9]([NH:11][C:12]3[CH:13]=[C:14]([CH:21]=[CH:22][CH:23]=3)[O:15][CH2:16][C:17]([O:19][CH3:20])=[O:18])=[N:8][CH:7]=[N:6][C:5]=2[O:4][C:3]=1[C:24]1[CH:29]=[CH:28][CH:27]=[CH:26][CH:25]=1.[CH2:30]([C:32]1[CH:33]=[CH:34][C:35]([Sn](CCCC)(CCCC)CCCC)=[N:36][CH:37]=1)[CH3:31]. Product: [CH3:20][O:19][C:17](=[O:18])[CH2:16][O:15][C:14]1[CH:21]=[CH:22][CH:23]=[C:12]([NH:11][C:9]2[C:10]3[C:2]([C:35]4[CH:34]=[CH:33][C:32]([CH2:30][CH3:31])=[CH:37][N:36]=4)=[C:3]([C:24]4[CH:29]=[CH:28][CH:27]=[CH:26][CH:25]=4)[O:4][C:5]=3[N:6]=[CH:7][N:8]=2)[CH:13]=1. The catalyst class is: 109. (2) Reactant: [Cl:1][C:2]1[CH:3]=[C:4]([CH:7]=[C:8]([O:10][C:11]2[C:12](=[O:21])[NH:13][CH:14]=[CH:15][C:16]=2[C:17]([F:20])([F:19])[F:18])[CH:9]=1)[C:5]#[N:6].C(=O)([O-])[O-].[K+].[K+].Cl[CH2:29][C:30]1[C:38]2[C:33](=[N:34][C:35]([NH:39][CH2:40][C:41]3[CH:46]=[CH:45][C:44]([O:47][CH3:48])=[CH:43][CH:42]=3)=[CH:36][CH:37]=2)[N:32]([CH2:49][C:50]2[CH:55]=[CH:54][C:53]([O:56][CH3:57])=[CH:52][CH:51]=2)[N:31]=1. Product: [Cl:1][C:2]1[CH:3]=[C:4]([CH:7]=[C:8]([O:10][C:11]2[C:12](=[O:21])[N:13]([CH2:29][C:30]3[C:38]4[C:33](=[N:34][C:35]([NH:39][CH2:40][C:41]5[CH:42]=[CH:43][C:44]([O:47][CH3:48])=[CH:45][CH:46]=5)=[CH:36][CH:37]=4)[N:32]([CH2:49][C:50]4[CH:51]=[CH:52][C:53]([O:56][CH3:57])=[CH:54][CH:55]=4)[N:31]=3)[CH:14]=[CH:15][C:16]=2[C:17]([F:18])([F:19])[F:20])[CH:9]=1)[C:5]#[N:6]. The catalyst class is: 42. (3) Reactant: [NH2:1][CH:2]1[CH2:7][CH2:6][N:5](C(OC(C)(C)C)=O)[CH2:4][CH2:3]1.[C:15](O)(=[O:22])[C:16]1[CH:21]=[CH:20][CH:19]=[CH:18][CH:17]=1.C(N=C=NCCCN(C)C)C.ON1C2C=CC=CC=2N=N1.[ClH:45]. Product: [C:15]([NH:1][CH:2]1[CH2:3][CH2:4][NH:5][CH2:6][CH2:7]1)(=[O:22])[C:16]1[CH:21]=[CH:20][CH:19]=[CH:18][CH:17]=1.[ClH:45]. The catalyst class is: 9. (4) Reactant: Br[C:2]1[CH:15]=[CH:14][C:13]2[C:12]3[C:7](=[CH:8][C:9](C4C=CC(C5C=CC6C(=CC=CC=6)C=5)=CC=4)=[CH:10][CH:11]=3)[CH:6]=[CH:5][C:4]=2[CH:3]=1.[CH3:32][CH2:33][CH2:34][CH2:35][CH2:36][CH3:37].[CH2:38]([Li])[CH2:39][CH2:40][CH3:41].C([O:46][B:47](OC(C)C)[O:48]C(C)C)(C)C.Cl.[C:57]1(C)[CH:62]=[CH:61][CH:60]=[CH:59][CH:58]=1. Product: [CH:34]1[C:33]2[C:38](=[CH:39][CH:40]=[CH:41][CH:32]=2)[CH:37]=[CH:36][C:35]=1[C:57]1[CH:62]=[CH:61][C:60]([C:9]2[CH:8]=[C:7]3[C:12]([C:13]4[CH:14]=[CH:15][C:2]([B:47]([OH:48])[OH:46])=[CH:3][C:4]=4[CH:5]=[CH:6]3)=[CH:11][CH:10]=2)=[CH:59][CH:58]=1. The catalyst class is: 1. (5) The catalyst class is: 7. Reactant: C(OC([N:6]1[CH:10]=[C:9]([C:11]2[C:12]3[CH:19]=[CH:18][N:17]([CH2:20][O:21][CH2:22][CH2:23][Si:24]([CH3:27])([CH3:26])[CH3:25])[C:13]=3[N:14]=[CH:15][N:16]=2)[CH:8]=[N:7]1)C)C.O.Cl.[OH-].[Na+]. Product: [NH:6]1[CH:10]=[C:9]([C:11]2[C:12]3[CH:19]=[CH:18][N:17]([CH2:20][O:21][CH2:22][CH2:23][Si:24]([CH3:27])([CH3:26])[CH3:25])[C:13]=3[N:14]=[CH:15][N:16]=2)[CH:8]=[N:7]1. (6) Reactant: [NH2:1][C:2](=[S:25])[C@@H:3]([O:17][Si](C(C)(C)C)(C)C)[C@@H:4]([NH:6][C:7](=[O:16])[O:8][CH2:9][C:10]1[CH:15]=[CH:14][CH:13]=[CH:12][CH:11]=1)[CH3:5].Cl[CH2:27][C:28](=O)[CH3:29]. Product: [OH:17][C@H:3]([C:2]1[S:25][CH:27]=[C:28]([CH3:29])[N:1]=1)[C@@H:4]([NH:6][C:7](=[O:16])[O:8][CH2:9][C:10]1[CH:11]=[CH:12][CH:13]=[CH:14][CH:15]=1)[CH3:5]. The catalyst class is: 14. (7) Reactant: [Br:1][C:2]1[C:10]2[S:9][CH:8]=[C:7]([CH:11]([C:25]3[CH:30]=[CH:29][C:28]([Cl:31])=[CH:27][CH:26]=3)[C@@H:12]([C:16]3[CH:24]=[CH:23][C:19]([C:20](O)=[O:21])=[CH:18][CH:17]=3)[CH2:13][CH2:14][CH3:15])[C:6]=2[CH:5]=[C:4]([CH3:32])[CH:3]=1.C1N=CN(C(N2C=NC=C2)=O)C=1.[NH2:45][C:46]1[NH:50][N:49]=[N:48][N:47]=1. Product: [Br:1][C:2]1[C:10]2[S:9][CH:8]=[C:7]([CH:11]([C:25]3[CH:30]=[CH:29][C:28]([Cl:31])=[CH:27][CH:26]=3)[C@@H:12]([C:16]3[CH:24]=[CH:23][C:19]([C:20]([NH:45][C:46]4[NH:50][N:49]=[N:48][N:47]=4)=[O:21])=[CH:18][CH:17]=3)[CH2:13][CH2:14][CH3:15])[C:6]=2[CH:5]=[C:4]([CH3:32])[CH:3]=1. The catalyst class is: 618.